This data is from Reaction yield outcomes from USPTO patents with 853,638 reactions. The task is: Predict the reaction yield, written as a fraction of the theoretical maximum amount of product (1.0 means a 100% yield; for example, 0.34 means a 34% yield). (1) The reactants are [C:1]([NH:8][CH2:9][CH2:10][NH2:11])([O:3][C:4]([CH3:7])([CH3:6])[CH3:5])=[O:2].[CH2:12]([CH:15]([CH2:19][C:20]#[CH:21])[C:16](O)=O)[C:13]#[CH:14].CN([C:25]([O:29]N1N=NC2C=CC=CC1=2)=[N+](C)C)C.[B-](F)(F)(F)F.CCN(C(C)C)C(C)C. The catalyst is CC#N. The product is [C:4]([O:3][C:1](=[O:2])[NH:8][CH2:9][CH2:10][NH:11][C:25](=[O:29])[CH2:16][CH:15]([CH2:19][C:20]#[CH:21])[CH2:12][C:13]#[CH:14])([CH3:5])([CH3:6])[CH3:7]. The yield is 0.310. (2) The reactants are [Cl:1][C:2]1[CH:7]=[CH:6][C:5]([N:8]2[C:16]([C:17](=[O:20])[NH:18][CH3:19])=[C:15]3[C:10]([CH:11]=[C:12]([N:24]([S:38]([CH3:41])(=[O:40])=[O:39])[CH2:25][CH2:26][CH:27]4[CH2:30][N:29](C(OC(C)(C)C)=O)[CH2:28]4)[C:13]([CH:21]4[CH2:23][CH2:22]4)=[CH:14]3)=[N:9]2)=[CH:4][CH:3]=1.C(O)(C(F)(F)F)=O. The catalyst is C(Cl)Cl. The product is [NH:29]1[CH2:30][CH:27]([CH2:26][CH2:25][N:24]([S:38]([CH3:41])(=[O:40])=[O:39])[C:12]2[C:13]([CH:21]3[CH2:22][CH2:23]3)=[CH:14][C:15]3[C:10]([CH:11]=2)=[N:9][N:8]([C:5]2[CH:4]=[CH:3][C:2]([Cl:1])=[CH:7][CH:6]=2)[C:16]=3[C:17]([NH:18][CH3:19])=[O:20])[CH2:28]1. The yield is 0.420. (3) The reactants are Cl[C:2]1[N:7]=[C:6]([C:8]2[C:16]([C:17]3[C:26]4[C:21](=[CH:22][CH:23]=[CH:24][CH:25]=4)[N:20]=[CH:19][CH:18]=3)=[C:11]3[CH:12]=[CH:13][CH:14]=[CH:15][N:10]3[N:9]=2)[CH:5]=[CH:4][CH:3]=1.[C:27]1(C)C=CC=C[CH:28]=1. The catalyst is [Pd].C1(P(C2C=CC=CC=2)C2C=CC=CC=2)C=CC=CC=1.C1(P(C2C=CC=CC=2)C2C=CC=CC=2)C=CC=CC=1.C1(P(C2C=CC=CC=2)C2C=CC=CC=2)C=CC=CC=1.C1(P(C2C=CC=CC=2)C2C=CC=CC=2)C=CC=CC=1. The product is [CH:27]([C:2]1[N:7]=[C:6]([C:8]2[C:16]([C:17]3[C:26]4[C:21](=[CH:22][CH:23]=[CH:24][CH:25]=4)[N:20]=[CH:19][CH:18]=3)=[C:11]3[CH:12]=[CH:13][CH:14]=[CH:15][N:10]3[N:9]=2)[CH:5]=[CH:4][CH:3]=1)=[CH2:28]. The yield is 0.200. (4) The reactants are [CH3:1][C:2]([C:4]1[CH:9]=[C:8]([Cl:10])[CH:7]=[C:6]([F:11])[CH:5]=1)=[O:3].[Se](=O)=[O:13]. No catalyst specified. The product is [Cl:10][C:8]1[CH:9]=[C:4]([C:2](=[O:3])[CH:1]=[O:13])[CH:5]=[C:6]([F:11])[CH:7]=1. The yield is 0.840. (5) The reactants are [Cl:1][C:2]1[S:6][C:5]([C:7]2[CH:14]=[CH:13][C:10]([C:11]#[N:12])=[C:9](F)[CH:8]=2)=[CH:4][CH:3]=1.Br.[CH:17]1([CH2:20][S:21]C(=N)N)[CH2:19][CH2:18]1. No catalyst specified. The product is [Cl:1][C:2]1[S:6][C:5]([C:7]2[CH:14]=[CH:13][C:10]([C:11]#[N:12])=[C:9]([S:21][CH2:20][CH:17]3[CH2:19][CH2:18]3)[CH:8]=2)=[CH:4][CH:3]=1. The yield is 0.910. (6) The reactants are [H-].[Na+].[CH:3]1([NH:6][C:7](=[O:28])[C:8]2[CH:13]=[CH:12][C:11]([CH3:14])=[C:10]([NH:15][C:16]3[CH:17]=[C:18]4[C:22](=[CH:23][CH:24]=3)[C:21](=[O:25])[C:20]([CH3:27])([CH3:26])[CH2:19]4)[CH:9]=2)[CH2:5][CH2:4]1.[CH3:29][S:30](Cl)(=[O:32])=[O:31]. The catalyst is CN(C=O)C.CCOC(C)=O.O. The product is [CH:3]1([NH:6][C:7](=[O:28])[C:8]2[CH:13]=[CH:12][C:11]([CH3:14])=[C:10]([N:15]([C:16]3[CH:17]=[C:18]4[C:22](=[CH:23][CH:24]=3)[C:21](=[O:25])[C:20]([CH3:26])([CH3:27])[CH2:19]4)[S:30]([CH3:29])(=[O:32])=[O:31])[CH:9]=2)[CH2:4][CH2:5]1. The yield is 0.160. (7) The reactants are [Cl:1][C:2]1[CH:3]=[C:4]([N:10]2[C@@H:18]([CH:19]3[CH2:23][CH2:22][CH2:21][CH2:20]3)[C@@H:17]3[C:12]([C:13]4[CH:27]=[CH:26][C:25]([C:28]([OH:30])=O)=[CH:24][C:14]=4[CH2:15][CH2:16]3)=[N:11]2)[CH:5]=[CH:6][C:7]=1[C:8]#[N:9].ON1C2C=CC=CC=2N=N1.C(N(CC)CC)C.F[B-](F)(F)F.N1(OC(N(C)C)=[N+](C)C)C2C=CC=CC=2N=N1.[NH2:70][CH2:71][CH2:72][S:73]([NH2:76])(=[O:75])=[O:74]. The catalyst is CN(C)C=O.C(#N)C.O. The product is [Cl:1][C:2]1[CH:3]=[C:4]([N:10]2[C@@H:18]([CH:19]3[CH2:20][CH2:21][CH2:22][CH2:23]3)[C@@H:17]3[C:12]([C:13]4[CH:27]=[CH:26][C:25]([C:28]([NH:70][CH2:71][CH2:72][S:73](=[O:75])(=[O:74])[NH2:76])=[O:30])=[CH:24][C:14]=4[CH2:15][CH2:16]3)=[N:11]2)[CH:5]=[CH:6][C:7]=1[C:8]#[N:9]. The yield is 0.0800. (8) The reactants are [SH:1][CH2:2][CH2:3][C:4]([OH:6])=[O:5].[F:7][C:8]([F:12])([F:11])[CH:9]=[CH2:10]. The catalyst is N(C(C)(C)C#N)=NC(C)(C)C#N.C(C1C=CC=CC=1)(=O)CCCCCCC.C1(C)C=CC=CC=1. The product is [F:7][C:8]([F:12])([F:11])[CH2:9][CH2:10][S:1][CH2:2][CH2:3][C:4]([OH:6])=[O:5]. The yield is 0.830. (9) The reactants are [F-].[Cs+].Cl[C:4]1[CH:5]=[CH:6][C:7]2[N:8]([C:10]([C:13]3[CH:18]=[CH:17][CH:16]=[C:15]([O:19][C:20]([F:23])([F:22])[F:21])[CH:14]=3)=[CH:11][N:12]=2)[N:9]=1.[NH2:24][CH2:25][C:26]1([OH:33])[CH2:31][CH2:30][N:29]([CH3:32])[CH2:28][CH2:27]1. The catalyst is CS(C)=O. The product is [CH3:32][N:29]1[CH2:30][CH2:31][C:26]([CH2:25][NH:24][C:4]2[CH:5]=[CH:6][C:7]3[N:8]([C:10]([C:13]4[CH:18]=[CH:17][CH:16]=[C:15]([O:19][C:20]([F:23])([F:22])[F:21])[CH:14]=4)=[CH:11][N:12]=3)[N:9]=2)([OH:33])[CH2:27][CH2:28]1. The yield is 0.100.